From a dataset of Peptide-MHC class II binding affinity with 134,281 pairs from IEDB. Regression. Given a peptide amino acid sequence and an MHC pseudo amino acid sequence, predict their binding affinity value. This is MHC class II binding data. (1) The peptide sequence is NFRFMSKGGMRNVFD. The MHC is DRB1_0701 with pseudo-sequence DRB1_0701. The binding affinity (normalized) is 0.514. (2) The peptide sequence is DPRQGLAVLRKVKRV. The MHC is HLA-DQA10501-DQB10402 with pseudo-sequence HLA-DQA10501-DQB10402. The binding affinity (normalized) is 0.347. (3) The peptide sequence is AAATAGYTVYGAFAA. The MHC is HLA-DQA10401-DQB10402 with pseudo-sequence HLA-DQA10401-DQB10402. The binding affinity (normalized) is 0.465. (4) The peptide sequence is DTLTILLKATLLAVS. The MHC is DRB1_0101 with pseudo-sequence DRB1_0101. The binding affinity (normalized) is 0.693. (5) The peptide sequence is VLAPTRVVLSEMKEA. The MHC is HLA-DQA10201-DQB10402 with pseudo-sequence HLA-DQA10201-DQB10402. The binding affinity (normalized) is 0.394. (6) The peptide sequence is VPGNKKFVVNNLFFN. The MHC is HLA-DQA10301-DQB10302 with pseudo-sequence HLA-DQA10301-DQB10302. The binding affinity (normalized) is 0.177. (7) The MHC is HLA-DPA10103-DPB10601 with pseudo-sequence HLA-DPA10103-DPB10601. The peptide sequence is EKKYFAATQFEPLAV. The binding affinity (normalized) is 0.548.